This data is from Reaction yield outcomes from USPTO patents with 853,638 reactions. The task is: Predict the reaction yield, written as a fraction of the theoretical maximum amount of product (1.0 means a 100% yield; for example, 0.34 means a 34% yield). The reactants are [B-](F)(F)(F)F.[B-](F)(F)(F)F.C1[N+]2(CCl)CC[N+]([F:21])(CC2)C1.[Cl:22][CH2:23][C:24]1[CH:29]=[C:28]([N:30]2[CH2:35][CH2:34][O:33][CH2:32][CH2:31]2)[N:27]=[C:26]([C:36]2[CH:41]=[CH:40][CH:39]=[CH:38][N:37]=2)[N:25]=1.C(=O)([O-])O.[Na+]. The catalyst is CO. The product is [Cl:22][CH2:23][C:24]1[C:29]([F:21])=[C:28]([N:30]2[CH2:35][CH2:34][O:33][CH2:32][CH2:31]2)[N:27]=[C:26]([C:36]2[CH:41]=[CH:40][CH:39]=[CH:38][N:37]=2)[N:25]=1. The yield is 0.200.